From a dataset of Reaction yield outcomes from USPTO patents with 853,638 reactions. Predict the reaction yield, written as a fraction of the theoretical maximum amount of product (1.0 means a 100% yield; for example, 0.34 means a 34% yield). (1) The reactants are [Cl:1][C:2]1[CH:3]=[N:4][N:5]([CH3:17])[C:6]=1[C:7]1[CH:8]=[C:9]([C:14]([OH:16])=O)[S:10][C:11]=1[O:12][CH3:13].[NH2:18][C@@H:19]([CH2:32][C:33]1[CH:38]=[CH:37][CH:36]=[CH:35][C:34]=1[C:39]([F:42])([F:41])[F:40])[CH2:20][N:21]1[C:29](=[O:30])[C:28]2[C:23](=[CH:24][CH:25]=[CH:26][CH:27]=2)[C:22]1=[O:31].C1CN([P+](Br)(N2CCCC2)N2CCCC2)CC1.F[P-](F)(F)(F)(F)F.CCN(C(C)C)C(C)C. The catalyst is C(Cl)(Cl)Cl. The product is [Cl:1][C:2]1[CH:3]=[N:4][N:5]([CH3:17])[C:6]=1[C:7]1[CH:8]=[C:9]([C:14]([NH:18][C@@H:19]([CH2:32][C:33]2[CH:38]=[CH:37][CH:36]=[CH:35][C:34]=2[C:39]([F:42])([F:40])[F:41])[CH2:20][N:21]2[C:29](=[O:30])[C:28]3[C:23](=[CH:24][CH:25]=[CH:26][CH:27]=3)[C:22]2=[O:31])=[O:16])[S:10][C:11]=1[O:12][CH3:13]. The yield is 0.450. (2) The reactants are N([O-])=O.[Na+].[CH3:5][O:6][C:7]1[CH:12]=[C:11]([C:13]([O:15][CH3:16])=[O:14])[C:10]([NH2:17])=[CH:9][C:8]=1[O:18][CH3:19].Cl.[N-:21]=[N+:22]=[N-].[Na+].C([O-])(=O)C.[Na+]. The catalyst is O. The product is [N:17]([C:10]1[CH:9]=[C:8]([O:18][CH3:19])[C:7]([O:6][CH3:5])=[CH:12][C:11]=1[C:13]([O:15][CH3:16])=[O:14])=[N+:21]=[N-:22]. The yield is 0.820. (3) The reactants are [Cl:1][C:2]1[CH:7]=[CH:6][CH:5]=[CH:4][C:3]=1[C:8]1[C:12]([C:13]2[CH:18]=[CH:17][C:16]([OH:19])=[CH:15][CH:14]=2)=[C:11]([C:20]2[CH:25]=[CH:24][C:23]([O:26][CH3:27])=[CH:22][CH:21]=2)[O:10][N:9]=1.[C:28]([N:35]1[CH2:38][CH:37](I)[CH2:36]1)([O:30][C:31]([CH3:34])([CH3:33])[CH3:32])=[O:29].C(=O)([O-])[O-].[Cs+].[Cs+].C(OCC)(=O)C. The catalyst is CN(C=O)C. The product is [Cl:1][C:2]1[CH:7]=[CH:6][CH:5]=[CH:4][C:3]=1[C:8]1[C:12]([C:13]2[CH:14]=[CH:15][C:16]([O:19][CH:37]3[CH2:36][N:35]([C:28]([O:30][C:31]([CH3:34])([CH3:33])[CH3:32])=[O:29])[CH2:38]3)=[CH:17][CH:18]=2)=[C:11]([C:20]2[CH:21]=[CH:22][C:23]([O:26][CH3:27])=[CH:24][CH:25]=2)[O:10][N:9]=1. The yield is 0.670. (4) The reactants are C[O:2][C:3]1[CH:4]=[CH:5][C:6]2[C:7]([CH:19]=1)=[CH:8][CH:9]=[C:10]1[C:14]=2[N:13]([CH2:15][CH:16]([NH2:18])[CH3:17])[N:12]=[CH:11]1.[B-](Br)(Br)(Br)[S+](C)C.C([O-])(O)=O.[Na+]. The catalyst is ClCCCl. The product is [NH2:18][CH:16]([CH3:17])[CH2:15][N:13]1[C:14]2[C:10](=[CH:9][CH:8]=[C:7]3[CH:19]=[C:3]([OH:2])[CH:4]=[CH:5][C:6]3=2)[CH:11]=[N:12]1. The yield is 0.320. (5) The reactants are [N:1]1([C:7]2[C:8]3[S:28][C:27]([CH2:29][N:30]4[CH2:35][CH2:34][N:33]([C:36]([CH3:41])([CH3:40])[C:37]([NH2:39])=[O:38])[CH2:32][CH2:31]4)=[CH:26][C:9]=3[N:10]=[C:11]([Sn](CCCC)(CCCC)CCCC)[N:12]=2)[CH2:6][CH2:5][O:4][CH2:3][CH2:2]1.Br[C:43]1[CH:48]=[N:47][C:46]([CH3:49])=[C:45]2[NH:50][CH:51]=[CH:52][C:44]=12. The catalyst is O1CCOCC1.S1C=CC=C1C([O-])=O.[Cu+].C1C=CC([P]([Pd]([P](C2C=CC=CC=2)(C2C=CC=CC=2)C2C=CC=CC=2)([P](C2C=CC=CC=2)(C2C=CC=CC=2)C2C=CC=CC=2)[P](C2C=CC=CC=2)(C2C=CC=CC=2)C2C=CC=CC=2)(C2C=CC=CC=2)C2C=CC=CC=2)=CC=1. The product is [CH3:40][C:36]([N:33]1[CH2:34][CH2:35][N:30]([CH2:29][C:27]2[S:28][C:8]3[C:7]([N:1]4[CH2:6][CH2:5][O:4][CH2:3][CH2:2]4)=[N:12][C:11]([C:43]4[CH:48]=[N:47][C:46]([CH3:49])=[C:45]5[NH:50][CH:51]=[CH:52][C:44]=45)=[N:10][C:9]=3[CH:26]=2)[CH2:31][CH2:32]1)([CH3:41])[C:37]([NH2:39])=[O:38]. The yield is 0.460. (6) The reactants are C([O:3][C:4](=[O:14])[C@@H:5]([N:7]1[CH:12]=[CH:11][CH:10]=[CH:9][C:8]1=[O:13])[CH3:6])C.C1COCC1.[OH-].[Na+]. The catalyst is O. The product is [O:13]=[C:8]1[CH:9]=[CH:10][CH:11]=[CH:12][N:7]1[C@@H:5]([CH3:6])[C:4]([OH:14])=[O:3]. The yield is 0.270.